From a dataset of Forward reaction prediction with 1.9M reactions from USPTO patents (1976-2016). Predict the product of the given reaction. (1) Given the reactants [C:1]1([N:7]2[CH:11]=[CH:10][CH:9]=[N:8]2)[CH:6]=[CH:5][CH:4]=[CH:3][CH:2]=1.[Br:12]Br.O.C([O-])(O)=O.[Na+], predict the reaction product. The product is: [Br:12][C:10]1[CH:9]=[N:8][N:7]([C:1]2[CH:2]=[CH:3][CH:4]=[CH:5][CH:6]=2)[CH:11]=1. (2) Given the reactants C(NC(C)C)(C)C.[Li]CCCC.CCCCCC.[C:19]([OH:24])(=[O:23])[CH:20]([CH3:22])[CH3:21].[F:25][C:26]1[CH:33]=[CH:32][CH:31]=[CH:30][C:27]=1[CH:28]=[O:29], predict the reaction product. The product is: [F:25][C:26]1[CH:33]=[CH:32][CH:31]=[CH:30][C:27]=1[CH:28]([OH:29])[C:20]([CH3:22])([CH3:21])[C:19]([OH:24])=[O:23]. (3) Given the reactants Br[C:2]1[CH:3]=[CH:4][C:5]([C:8]2([OH:36])[CH2:13][CH2:12][CH:11]([NH:14][C@H:15]3[CH2:19][CH2:18][N:17]([C:20](=[O:35])[CH2:21][NH:22][C:23](=[O:34])[C:24]4[CH:29]=[CH:28][CH:27]=[C:26]([C:30]([F:33])([F:32])[F:31])[CH:25]=4)[CH2:16]3)[CH2:10][CH2:9]2)=[N:6][CH:7]=1.[CH:37]([C:39]1[CH:44]=[CH:43][CH:42]=[CH:41][C:40]=1B(O)O)=[O:38].N#N.ClCCl, predict the reaction product. The product is: [CH:37]([C:39]1[CH:44]=[CH:43][CH:42]=[CH:41][C:40]=1[C:2]1[CH:3]=[CH:4][C:5]([C:8]2([OH:36])[CH2:13][CH2:12][CH:11]([NH:14][C@H:15]3[CH2:19][CH2:18][N:17]([C:20](=[O:35])[CH2:21][NH:22][C:23](=[O:34])[C:24]4[CH:29]=[CH:28][CH:27]=[C:26]([C:30]([F:32])([F:31])[F:33])[CH:25]=4)[CH2:16]3)[CH2:10][CH2:9]2)=[N:6][CH:7]=1)=[O:38]. (4) Given the reactants [CH3:1][C:2]1([CH3:12])[CH2:7][CH2:6][C:5]([CH3:9])([CH3:8])[C:4]([C:10]#N)=[CH:3]1.[H-].C([Al+]CC(C)C)C(C)C.S([O-])([O-])(=O)=[O:24].[Na+].[Na+], predict the reaction product. The product is: [CH3:8][C:5]1([CH3:9])[CH2:6][CH2:7][C:2]([CH3:12])([CH3:1])[CH2:3][CH:4]1[CH:10]=[O:24]. (5) Given the reactants [Cl:1][C:2]1[CH:8]=[C:7]([F:9])[C:5](N)=[C:4]([CH3:10])[C:3]=1[F:11].ClCCl.[B-](F)(F)(F)F.N#[O+].[I-:22].[Na+], predict the reaction product. The product is: [Cl:1][C:2]1[CH:8]=[C:7]([F:9])[C:5]([I:22])=[C:4]([CH3:10])[C:3]=1[F:11]. (6) Given the reactants Br[C:2]1[S:6][C:5]([C:7]([O:9][CH3:10])=[O:8])=[CH:4][C:3]=1[CH3:11].[CH3:12][C:13]([CH3:29])=[CH:14]B1OB([CH:14]=[C:13]([CH3:29])[CH3:12])OB([CH:14]=[C:13]([CH3:29])[CH3:12])O1.C([O-])([O-])=O.[K+].[K+], predict the reaction product. The product is: [CH3:10][O:9][C:7]([C:5]1[S:6][C:2]([CH:12]=[C:13]([CH3:29])[CH3:14])=[C:3]([CH3:11])[CH:4]=1)=[O:8]. (7) Given the reactants [NH2:1][C:2]1[CH:10]=[CH:9][CH:8]=[C:7]([Br:11])[C:3]=1[C:4](O)=[O:5].[O-:12][C:13]#[N:14].[Na+].[OH-].[Na+].Cl, predict the reaction product. The product is: [Br:11][C:7]1[CH:8]=[CH:9][CH:10]=[C:2]2[C:3]=1[C:4](=[O:5])[NH:14][C:13](=[O:12])[NH:1]2.